The task is: Predict which catalyst facilitates the given reaction.. This data is from Catalyst prediction with 721,799 reactions and 888 catalyst types from USPTO. (1) Reactant: [Cl:1][C:2]1[CH:7]=[C:6]([C:8]2[CH:13]=[CH:12][CH:11]=[CH:10][CH:9]=2)[C:5]([NH2:14])=[CH:4][CH:3]=1.C([O-])(=O)C.[Na+].[C:20]([O:24][C:25](=[O:28])[CH2:26]Br)([CH3:23])([CH3:22])[CH3:21]. Product: [Cl:1][C:2]1[CH:3]=[CH:4][C:5]([NH:14][CH2:26][C:25]([O:24][C:20]([CH3:23])([CH3:22])[CH3:21])=[O:28])=[C:6]([C:8]2[CH:13]=[CH:12][CH:11]=[CH:10][CH:9]=2)[CH:7]=1. The catalyst class is: 8. (2) The catalyst class is: 709. Product: [NH2:1][C:2]1[CH:3]=[C:4]2[C:8](=[CH:9][C:10]=1[N+:11]([O-:13])=[O:12])[C:7](=[O:14])[N:6]([CH2:17][C@@H:18]([OH:21])[CH2:19][OH:20])[C:5]2=[O:15]. Reactant: [NH2:1][C:2]1[CH:3]=[C:4]2[C:8](=[CH:9][C:10]=1[N+:11]([O-:13])=[O:12])[C:7](=[O:14])[NH:6][C:5]2=[O:15].N[CH2:17][C@@H:18]([OH:21])[CH2:19][OH:20].N1C=CN=C1. (3) The catalyst class is: 11. Product: [N+:15]([C:12]1[CH:13]=[CH:14][C:9]([NH:7][C:2]2[CH:3]=[CH:4][CH:5]=[CH:6][N:1]=2)=[N:10][CH:11]=1)([O-:17])=[O:16]. Reactant: [N:1]1[CH:6]=[CH:5][CH:4]=[CH:3][C:2]=1[NH2:7].Br[C:9]1[CH:14]=[CH:13][C:12]([N+:15]([O-:17])=[O:16])=[CH:11][N:10]=1.C1(P(C2C=CC=CC=2)CCCP(C2C=CC=CC=2)C2C=CC=CC=2)C=CC=CC=1.CC(C)([O-])C.[Na+]. (4) Reactant: [Br:1][C:2]1[CH:10]=[C:9]([CH3:11])[CH:8]=[C:7]2[C:3]=1[CH:4]=[N:5][NH:6]2.[F:12][C:13]1[CH:14]=[C:15](B(O)O)[CH:16]=[CH:17][C:18]=1[O:19][CH2:20][C:21]1[CH:26]=[CH:25][CH:24]=[CH:23][CH:22]=1.N1C=CC=CC=1. Product: [Br:1][C:2]1[CH:10]=[C:9]([CH3:11])[CH:8]=[C:7]2[C:3]=1[CH:4]=[N:5][N:6]2[C:15]1[CH:16]=[CH:17][C:18]([O:19][CH2:20][C:21]2[CH:22]=[CH:23][CH:24]=[CH:25][CH:26]=2)=[C:13]([F:12])[CH:14]=1. The catalyst class is: 302. (5) Reactant: [CH3:1][O:2][C:3]1[CH:8]=[CH:7][C:6]([NH2:9])=[CH:5][CH:4]=1.I[C:11]1[CH:16]=[CH:15][C:14]([O:17][CH3:18])=[CH:13][CH:12]=1.C([O-])([O-])=O.[K+].[K+].N1CCC[C@H]1C(O)=O. Product: [CH3:1][O:2][C:3]1[CH:8]=[CH:7][C:6]([NH:9][C:11]2[CH:16]=[CH:15][C:14]([O:17][CH3:18])=[CH:13][CH:12]=2)=[CH:5][CH:4]=1. The catalyst class is: 156. (6) The catalyst class is: 195. Reactant: [C:1]([C:5]1[NH:9][N:8]=[C:7]([C:10]([F:13])([F:12])[F:11])[CH:6]=1)([CH3:4])([CH3:3])[CH3:2].C([O-])([O-])=O.[K+].[K+].Cl[CH2:21][C:22]([N:24]1[CH2:29][CH2:28][N:27]([C:30]2[CH:35]=[CH:34][C:33]([F:36])=[CH:32][CH:31]=2)[CH2:26][CH2:25]1)=[O:23].CN(C=O)C. Product: [C:1]([C:5]1[N:9]([CH2:21][C:22]([N:24]2[CH2:25][CH2:26][N:27]([C:30]3[CH:35]=[CH:34][C:33]([F:36])=[CH:32][CH:31]=3)[CH2:28][CH2:29]2)=[O:23])[N:8]=[C:7]([C:10]([F:12])([F:13])[F:11])[CH:6]=1)([CH3:4])([CH3:2])[CH3:3]. (7) Reactant: C1(C)C=CC(S(O)(=O)=O)=CC=1.[F:12][C:13]1[CH:14]=[C:15]([OH:34])[C:16]([C:22]2[CH:27]=[CH:26][C:25]([C:28]([F:31])([F:30])[F:29])=[CH:24][C:23]=2[CH2:32][I:33])=[CH:17][C:18]=1[CH:19]([CH3:21])[CH3:20].[O:35]1[CH:40]=[CH:39][CH2:38][CH2:37][CH2:36]1. Product: [F:12][C:13]1[C:18]([CH:19]([CH3:21])[CH3:20])=[CH:17][C:16]([C:22]2[CH:27]=[CH:26][C:25]([C:28]([F:31])([F:30])[F:29])=[CH:24][C:23]=2[CH2:32][I:33])=[C:15]([O:34][CH:36]2[CH2:37][CH2:38][CH2:39][CH2:40][O:35]2)[CH:14]=1. The catalyst class is: 326. (8) Reactant: COC1C=CC(C[O:8][CH2:9][CH2:10][CH2:11][C@@:12]2(C3C=CC=CC=3)[O:17][C:16](=[O:18])[N:15]([C@H:19]([C:21]3[CH:26]=[CH:25][C:24]([CH2:27]C(OC)=O)=[CH:23][CH:22]=3)[CH3:20])[CH2:14][CH2:13]2)=CC=1.C[Mg]Br. Product: [OH:17][C:12]([CH3:13])([CH3:11])[CH2:27][C:24]1[CH:23]=[CH:22][C:21]([C@@H:19]([N:15]2[CH2:14][CH2:13][C@:12]([CH2:11][CH2:10][CH2:9][OH:8])([C:21]3[CH:26]=[CH:25][CH:24]=[CH:23][CH:22]=3)[O:17][C:16]2=[O:18])[CH3:20])=[CH:26][CH:25]=1. The catalyst class is: 1. (9) The catalyst class is: 403. Product: [CH3:1][C:2]1[C:7]([O:8][C:9]2[CH:14]=[CH:13][N:12]=[C:11]([N:15]3[CH:19]=[C:18]([CH3:20])[N:17]=[CH:16]3)[CH:10]=2)=[CH:6][N:5]=[C:4]([NH2:21])[CH:3]=1. Reactant: [CH3:1][C:2]1[C:7]([O:8][C:9]2[CH:14]=[CH:13][N:12]=[C:11]([N:15]3[CH:19]=[C:18]([CH3:20])[N:17]=[CH:16]3)[CH:10]=2)=[CH:6][N:5]=[C:4]([N+:21]([O-])=O)[CH:3]=1. (10) Reactant: [CH3:1][CH2:2]CCCC.C([Li])CCC.[O:12]1[CH2:16][CH2:15][CH:14]([CH2:17][NH:18][C:19]([C:21]2[CH:25]=[C:24]([CH2:26][O:27][CH2:28][C:29]3[CH:38]=[CH:37][C:36]4[C:31](=[CH:32][CH:33]=[CH:34][CH:35]=4)[CH:30]=3)[O:23][N:22]=2)=[O:20])[CH2:13]1.IC.Cl. The catalyst class is: 7. Product: [O:12]1[CH2:16][CH2:15][CH:14]([CH2:17][NH:18][C:19]([C:21]2[C:25]([CH2:1][CH3:2])=[C:24]([CH2:26][O:27][CH2:28][C:29]3[CH:38]=[CH:37][C:36]4[C:31](=[CH:32][CH:33]=[CH:34][CH:35]=4)[CH:30]=3)[O:23][N:22]=2)=[O:20])[CH2:13]1.